From a dataset of Reaction yield outcomes from USPTO patents with 853,638 reactions. Predict the reaction yield, written as a fraction of the theoretical maximum amount of product (1.0 means a 100% yield; for example, 0.34 means a 34% yield). The reactants are [CH2:1]([O:8][C:9]1[CH:10]=[C:11]([CH:14]=[CH:15][CH:16]=1)[CH2:12]O)[C:2]1[CH:7]=[CH:6][CH:5]=[CH:4][CH:3]=1.CS([Cl:21])(=O)=O.C(N(CC)CC)C. The catalyst is ClCCl. The product is [CH2:1]([O:8][C:9]1[CH:16]=[CH:15][CH:14]=[C:11]([CH2:12][Cl:21])[CH:10]=1)[C:2]1[CH:7]=[CH:6][CH:5]=[CH:4][CH:3]=1. The yield is 0.670.